From a dataset of Forward reaction prediction with 1.9M reactions from USPTO patents (1976-2016). Predict the product of the given reaction. (1) Given the reactants [CH:1]1([C:6]2[CH:7]=[CH:8][C:9]([NH:17][C:18](=[O:24])[O:19][C:20]([CH3:23])([CH3:22])[CH3:21])=[C:10]3[C:14]=2[CH2:13][N:12]([CH3:15])[C:11]3=[O:16])[CH2:5][CH:4]=[CH:3][CH2:2]1.C[N+]1([O-])CC[O:29]CC1.[OH2:33], predict the reaction product. The product is: [OH:33][CH:4]1[CH:3]([OH:29])[CH2:2][CH:1]([C:6]2[CH:7]=[CH:8][C:9]([NH:17][C:18](=[O:24])[O:19][C:20]([CH3:21])([CH3:23])[CH3:22])=[C:10]3[C:14]=2[CH2:13][N:12]([CH3:15])[C:11]3=[O:16])[CH2:5]1. (2) Given the reactants [I-].[Na+].Cl[Si](C)(C)C.[CH3:8][O:9][C:10](=[O:29])[C@H:11]([C:22]1[CH:27]=[CH:26][CH:25]=[CH:24][C:23]=1[Cl:28])[N:12]1[CH2:17][CH:16](O)[C:15]2[S:19][CH:20]=[CH:21][C:14]=2[CH2:13]1.C(=O)(O)[O-].[Na+], predict the reaction product. The product is: [CH3:8][O:9][C:10]([C@@H:11]([N:12]1[CH2:13][C:14]2[CH:21]=[CH:20][S:19][C:15]=2[CH2:16][CH2:17]1)[C:22]1[CH:27]=[CH:26][CH:25]=[CH:24][C:23]=1[Cl:28])=[O:29]. (3) The product is: [F:39][C:36]1[CH:37]=[CH:38][C:33]([C:32]([NH:31][C@@:9]([C:17]2[CH:22]=[C:21]([O:23][C:24]([F:28])([F:29])[CH:25]([F:27])[F:26])[CH:20]=[C:19]([F:30])[CH:18]=2)([C:6]2[CH:5]=[CH:4][C:3]([CH2:2][O:46][CH3:45])=[CH:8][CH:7]=2)[CH2:10][C:11]2[CH:16]=[CH:15][CH:14]=[CH:13][CH:12]=2)=[O:44])=[CH:34][C:35]=1[C:40]([F:43])([F:41])[F:42]. Given the reactants Br[CH2:2][C:3]1[CH:8]=[CH:7][C:6]([C@@:9]([NH:31][C:32](=[O:44])[C:33]2[CH:38]=[CH:37][C:36]([F:39])=[C:35]([C:40]([F:43])([F:42])[F:41])[CH:34]=2)([C:17]2[CH:22]=[C:21]([O:23][C:24]([F:29])([F:28])[CH:25]([F:27])[F:26])[CH:20]=[C:19]([F:30])[CH:18]=2)[CH2:10][C:11]2[CH:16]=[CH:15][CH:14]=[CH:13][CH:12]=2)=[CH:5][CH:4]=1.[CH3:45][O-:46].[Na+], predict the reaction product.